Predict the reactants needed to synthesize the given product. From a dataset of Full USPTO retrosynthesis dataset with 1.9M reactions from patents (1976-2016). (1) Given the product [F:1][C:2]1[CH:10]=[C:9]2[C:5]([CH:6]=[N:7][NH:8]2)=[CH:4][C:3]=1[NH:11][C:15]([C:14]1[CH:23]([C:22]2[CH:25]=[CH:26][C:19]([F:18])=[CH:20][CH:21]=2)[NH:27][C:28](=[O:29])[NH:30][C:13]=1[CH3:12])=[O:17], predict the reactants needed to synthesize it. The reactants are: [F:1][C:2]1[CH:10]=[C:9]2[C:5]([CH:6]=[N:7][NH:8]2)=[CH:4][C:3]=1[NH2:11].[CH2:12]=[C:13]1[O:17][C:15](=O)[CH2:14]1.[F:18][C:19]1[CH:26]=[CH:25][C:22]([CH:23]=O)=[CH:21][CH:20]=1.[NH2:27][C:28]([NH2:30])=[O:29].[O-]S(C(F)(F)F)(=O)=O.[Yb+3].[O-]S(C(F)(F)F)(=O)=O.[O-]S(C(F)(F)F)(=O)=O. (2) Given the product [Cl:1][C:2]1[N:3]=[CH:4][C:5]2[CH2:6][CH2:7][CH2:8][C:9](=[O:15])[C:10]=2[CH:11]=1, predict the reactants needed to synthesize it. The reactants are: [Cl:1][C:2]1[N:3]=[CH:4][C:5]2[CH2:6][CH2:7][CH2:8][C:9](=NO)[C:10]=2[CH:11]=1.C([O-])([O-])=[O:15].[Na+].[Na+]. (3) Given the product [CH2:1]([O:3][C:4]([C:6]1[CH:7]=[N:8][C:9]([Cl:13])=[CH:10][C:11]=1[NH:21][CH2:20][CH:14]1[CH2:19][CH2:18][CH2:17][CH2:16][CH2:15]1)=[O:5])[CH3:2], predict the reactants needed to synthesize it. The reactants are: [CH2:1]([O:3][C:4]([C:6]1[CH:7]=[N:8][C:9]([Cl:13])=[CH:10][C:11]=1Cl)=[O:5])[CH3:2].[CH:14]1([CH2:20][NH2:21])[CH2:19][CH2:18][CH2:17][CH2:16][CH2:15]1. (4) Given the product [C:15]([C:14]1[N:7]=[N:6][N:5]([CH2:4][C:3]2[C:2]([F:1])=[CH:11][CH:10]=[CH:9][C:8]=2[F:12])[CH:17]=1)#[N:16], predict the reactants needed to synthesize it. The reactants are: [F:1][C:2]1[CH:11]=[CH:10][CH:9]=[C:8]([F:12])[C:3]=1[CH2:4][N:5]=[N+:6]=[N-:7].Cl[C:14](=[CH2:17])[C:15]#[N:16]. (5) Given the product [CH2:1]([O:3][C:4](=[O:16])[CH2:5][N:6]1[C:14]2[C:9](=[CH:10][CH:11]=[C:12]([O:15][CH2:23][C:22]3[N:18]([CH3:17])[N:19]=[C:20]([C:25]4[CH:26]=[CH:27][C:28]([O:31][C:32]([F:34])([F:33])[F:35])=[CH:29][CH:30]=4)[CH:21]=3)[CH:13]=2)[CH:8]=[CH:7]1)[CH3:2], predict the reactants needed to synthesize it. The reactants are: [CH2:1]([O:3][C:4](=[O:16])[CH2:5][N:6]1[C:14]2[C:9](=[CH:10][CH:11]=[C:12]([OH:15])[CH:13]=2)[CH:8]=[CH:7]1)[CH3:2].[CH3:17][N:18]1[C:22]([CH2:23]O)=[CH:21][C:20]([C:25]2[CH:30]=[CH:29][C:28]([O:31][C:32]([F:35])([F:34])[F:33])=[CH:27][CH:26]=2)=[N:19]1.CN(C)C(N=NC(N(C)C)=O)=O.C(P(CCCC)CCCC)CCC. (6) Given the product [NH2:1][C:2]1[N:3]=[C:4]([Cl:18])[C:5]([C:13]#[N:14])=[C:6]([C:8]2[O:9][CH:10]=[CH:11][CH:12]=2)[N:7]=1, predict the reactants needed to synthesize it. The reactants are: [NH2:1][C:2]1[NH:3][C:4](=O)[C:5]([C:13]#[N:14])=[C:6]([C:8]2[O:9][CH:10]=[CH:11][CH:12]=2)[N:7]=1.P(Cl)(Cl)([Cl:18])=O. (7) Given the product [NH2:13][N:1]1[CH:5]=[CH:4][N:3]=[C:2]1[C:6]([O:8][CH2:9][CH3:10])=[O:7], predict the reactants needed to synthesize it. The reactants are: [NH:1]1[CH:5]=[CH:4][N:3]=[C:2]1[C:6]([O:8][CH2:9][CH3:10])=[O:7].[H-].[Na+].[NH2:13]OP(=O)(C1C=CC=CC=1)C1C=CC=CC=1.C1(P(Cl)(C2C=CC=CC=2)=O)C=CC=CC=1. (8) Given the product [CH3:1][O:5][C:6]([CH2:7][C@:8]1([CH2:14][C:15]([OH:17])=[O:16])[CH2:12][CH2:11][C@@H:10]([CH3:13])[CH2:9]1)=[O:19], predict the reactants needed to synthesize it. The reactants are: [C:1]([O:5][C:6](=[O:19])[CH2:7][C@@:8]1([CH2:14][C:15]([O:17]C)=[O:16])[CH2:12][CH2:11][C@@H:10]([CH3:13])[CH2:9]1)(C)(C)C.FC(F)(F)C(O)=O.C(=O)([O-])[O-].[Na+].[Na+].